This data is from Forward reaction prediction with 1.9M reactions from USPTO patents (1976-2016). The task is: Predict the product of the given reaction. (1) Given the reactants [CH:1]([C:3]1[CH:8]=[C:7](B2OC(C)(C)C(C)(C)O2)[CH:6]=[CH:5][C:4]=1[N:18]1[CH2:22][CH2:21][C@@H:20]([NH:23][C:24](=[O:30])[O:25][C:26]([CH3:29])([CH3:28])[CH3:27])[CH2:19]1)=[O:2].C(=O)([O-])[O-].[K+].[K+].[C:37]([N:41]1[C:45](=[O:46])[CH:44]=[C:43](Cl)[S:42]1(=[O:49])=[O:48])([CH3:40])([CH3:39])[CH3:38].ClCCl, predict the reaction product. The product is: [C:37]([N:41]1[C:45](=[O:46])[CH:44]=[C:43]([C:7]2[CH:6]=[CH:5][C:4]([N:18]3[CH2:22][CH2:21][C@@H:20]([NH:23][C:24](=[O:30])[O:25][C:26]([CH3:27])([CH3:28])[CH3:29])[CH2:19]3)=[C:3]([CH:1]=[O:2])[CH:8]=2)[S:42]1(=[O:49])=[O:48])([CH3:40])([CH3:39])[CH3:38]. (2) Given the reactants Cl[CH:2]([CH:16]1[CH2:21][CH2:20][CH2:19][CH2:18][CH2:17]1)[C:3]1[CH:4]=[C:5]([CH:10]2[CH2:15][CH2:14][S:13][CH2:12][CH2:11]2)[S:6][C:7]=1[CH2:8][CH3:9].[NH2:22][C:23]1[CH:32]=[CH:31][C:26]([C:27]([O:29]C)=[O:28])=[CH:25][CH:24]=1.[I-].[Na+].C(=O)([O-])[O-].[Na+].[Na+].Cl.[OH-].[Na+], predict the reaction product. The product is: [CH:16]1([CH:2]([NH:22][C:23]2[CH:32]=[CH:31][C:26]([C:27]([OH:29])=[O:28])=[CH:25][CH:24]=2)[C:3]2[CH:4]=[C:5]([CH:10]3[CH2:15][CH2:14][S:13][CH2:12][CH2:11]3)[S:6][C:7]=2[CH2:8][CH3:9])[CH2:21][CH2:20][CH2:19][CH2:18][CH2:17]1. (3) Given the reactants [N:1]1([C:7]2[C:8]3[C:21]4[CH2:22][CH2:23][CH2:24][CH2:25][C:20]=4[S:19][C:9]=3[N:10]=[C:11]([C:13]3[CH:18]=[CH:17][N:16]=[CH:15][CH:14]=3)[N:12]=2)[CH2:6][CH2:5][NH:4][CH2:3][CH2:2]1.[CH:26](=O)[C:27]1[CH:32]=[CH:31][C:30](OC)=[CH:29][CH:28]=1.C(O)(=O)C, predict the reaction product. The product is: [CH2:26]([N:4]1[CH2:3][CH2:2][N:1]([C:7]2[C:8]3[C:21]4[CH2:22][CH2:23][CH2:24][CH2:25][C:20]=4[S:19][C:9]=3[N:10]=[C:11]([C:13]3[CH:14]=[CH:15][N:16]=[CH:17][CH:18]=3)[N:12]=2)[CH2:6][CH2:5]1)[C:27]1[CH:32]=[CH:31][CH:30]=[CH:29][CH:28]=1. (4) Given the reactants C1C=CC2N(O)N=NC=2C=1.CCN=C=NCCCN(C)C.[Cl:22][C:23]1[CH:24]=[C:25]([C:33]([OH:35])=O)[CH:26]=[N:27][C:28]=1[O:29][CH:30]([CH3:32])[CH3:31].[F:36][C:37]1[CH:38]=[C:39]2[C:43](=[C:44](/[C:46](/[NH:49]O)=[N:47]/[H])[CH:45]=1)[NH:42][CH:41]=[C:40]2[CH2:51][CH2:52][C:53]([O:55][CH2:56][CH3:57])=[O:54].CCCC[N+](CCCC)(CCCC)CCCC.[F-], predict the reaction product. The product is: [Cl:22][C:23]1[CH:24]=[C:25]([C:33]2[O:35][N:47]=[C:46]([C:44]3[CH:45]=[C:37]([F:36])[CH:38]=[C:39]4[C:43]=3[NH:42][CH:41]=[C:40]4[CH2:51][CH2:52][C:53]([O:55][CH2:56][CH3:57])=[O:54])[N:49]=2)[CH:26]=[N:27][C:28]=1[O:29][CH:30]([CH3:31])[CH3:32]. (5) The product is: [C:1]([O:5][C:6]([N:8]1[CH2:13][CH2:12][N:11]([C:14]2[C:23]3[C:18](=[C:19]([O:26][CH3:27])[C:20]([C:32]4[CH:31]=[CH:30][C:29]([F:28])=[CH:34][C:33]=4[F:35])=[C:21]([Cl:24])[CH:22]=3)[N:17]=[CH:16][N:15]=2)[CH2:10][CH2:9]1)=[O:7])([CH3:4])([CH3:3])[CH3:2]. Given the reactants [C:1]([O:5][C:6]([N:8]1[CH2:13][CH2:12][N:11]([C:14]2[C:23]3[C:18](=[C:19]([O:26][CH3:27])[C:20](Br)=[C:21]([Cl:24])[CH:22]=3)[N:17]=[CH:16][N:15]=2)[CH2:10][CH2:9]1)=[O:7])([CH3:4])([CH3:3])[CH3:2].[F:28][C:29]1[CH:34]=[C:33]([F:35])[CH:32]=[CH:31][C:30]=1B(O)O.C([O-])([O-])=O.[Na+].[Na+], predict the reaction product. (6) The product is: [CH3:16][C:3]1[CH:4]=[C:5]([CH2:8][C:9]([O:11][C:12]([CH3:13])([CH3:15])[CH3:14])=[O:10])[CH:6]=[CH:7][C:2]=1[NH:1][C:33]([NH:32][C:27]1[CH:28]=[CH:29][CH:30]=[CH:31][C:26]=1[C:25]([F:24])([F:35])[F:36])=[O:34]. Given the reactants [NH2:1][C:2]1[CH:7]=[CH:6][C:5]([CH2:8][C:9]([O:11][C:12]([CH3:15])([CH3:14])[CH3:13])=[O:10])=[CH:4][C:3]=1[CH3:16].CCN(CC)CC.[F:24][C:25]([F:36])([F:35])[C:26]1[CH:31]=[CH:30][CH:29]=[CH:28][C:27]=1[N:32]=[C:33]=[O:34], predict the reaction product.